This data is from Forward reaction prediction with 1.9M reactions from USPTO patents (1976-2016). The task is: Predict the product of the given reaction. Given the reactants [CH2:1]([O:8][C:9](=[O:15])[C@@H:10]([CH:12]([CH3:14])[CH3:13])[NH2:11])[C:2]1[CH:7]=[CH:6][CH:5]=[CH:4][CH:3]=1.C[Si](C#N)(C)C.[CH3:22][O:23][C:24]1[CH:29]=[C:28]([CH3:30])[C:27]([S:31](Cl)(=[O:33])=[O:32])=[C:26]([CH3:35])[C:25]=1[CH3:36].Cl, predict the reaction product. The product is: [CH2:1]([O:8][C:9](=[O:15])[C@H:10]([NH:11][S:31]([C:27]1[C:28]([CH3:30])=[CH:29][C:24]([O:23][CH3:22])=[C:25]([CH3:36])[C:26]=1[CH3:35])(=[O:33])=[O:32])[CH:12]([CH3:13])[CH3:14])[C:2]1[CH:7]=[CH:6][CH:5]=[CH:4][CH:3]=1.